Dataset: Catalyst prediction with 721,799 reactions and 888 catalyst types from USPTO. Task: Predict which catalyst facilitates the given reaction. (1) Reactant: Cl[C:2]1[N:7]=[C:6]([NH:8][C:9]2[N:14]=[CH:13][C:12]3[N:15]=[C:16]([CH3:21])[N:17]([CH:18]([CH3:20])[CH3:19])[C:11]=3[CH:10]=2)[CH:5]=[CH:4][N:3]=1.[O:22]=[S:23]1(=[O:29])[CH2:27][CH2:26][CH:25]([NH2:28])[CH2:24]1.FC(F)(F)C(O)=O.C(O)(C)(C)C. Product: [CH:18]([N:17]1[C:11]2[CH:10]=[C:9]([NH:8][C:6]3[CH:5]=[CH:4][N:3]=[C:2]([NH:28][CH:25]4[CH2:26][CH2:27][S:23](=[O:29])(=[O:22])[CH2:24]4)[N:7]=3)[N:14]=[CH:13][C:12]=2[N:15]=[C:16]1[CH3:21])([CH3:20])[CH3:19]. The catalyst class is: 4. (2) Reactant: [Br:1][C:2]1[CH:3]=[C:4]([NH2:14])[C:5]([N:8]2[CH2:13][CH2:12][CH2:11][CH2:10][CH2:9]2)=[N:6][CH:7]=1.Cl[C:16]1[C:25]2[C:20](=[CH:21][C:22]([F:27])=[CH:23][C:24]=2[F:26])[N:19]=[C:18]([C:28]2[CH:33]=[CH:32][CH:31]=[CH:30][N:29]=2)[C:17]=1[CH3:34].Cl.O1CCOCC1. The catalyst class is: 296. Product: [Br:1][C:2]1[CH:3]=[C:4]([NH:14][C:16]2[C:25]3[C:20](=[CH:21][C:22]([F:27])=[CH:23][C:24]=3[F:26])[N:19]=[C:18]([C:28]3[CH:33]=[CH:32][CH:31]=[CH:30][N:29]=3)[C:17]=2[CH3:34])[C:5]([N:8]2[CH2:13][CH2:12][CH2:11][CH2:10][CH2:9]2)=[N:6][CH:7]=1. (3) Reactant: [OH:1][CH:2]1[CH2:11][CH2:10][NH:9][C:8]2[N:7]=[CH:6][C:5]([C:12]3[CH:17]=[CH:16][C:15]([C:18]([N:20]4[CH2:25][CH2:24][N:23]([CH3:26])[CH2:22][CH2:21]4)=[O:19])=[CH:14][CH:13]=3)=[CH:4][C:3]1=2.[F:27][C:28]1[CH:33]=[CH:32][C:31]([C:34](=[O:36])[CH3:35])=[C:30](O)[CH:29]=1. Product: [F:27][C:28]1[CH:33]=[CH:32][C:31]([C:34](=[O:36])[CH3:35])=[C:30]([O:1][CH:2]2[C:3]3[C:8](=[N:7][CH:6]=[C:5]([C:12]4[CH:13]=[CH:14][C:15]([C:18]([N:20]5[CH2:21][CH2:22][N:23]([CH3:26])[CH2:24][CH2:25]5)=[O:19])=[CH:16][CH:17]=4)[CH:4]=3)[NH:9][CH2:10][CH2:11]2)[CH:29]=1. The catalyst class is: 100.